This data is from CYP3A4 inhibition data for predicting drug metabolism from PubChem BioAssay. The task is: Regression/Classification. Given a drug SMILES string, predict its absorption, distribution, metabolism, or excretion properties. Task type varies by dataset: regression for continuous measurements (e.g., permeability, clearance, half-life) or binary classification for categorical outcomes (e.g., BBB penetration, CYP inhibition). Dataset: cyp3a4_veith. (1) The compound is CN(Cc1ccco1)C(=O)C1CCC(=O)N1Cc1ccc(F)cc1. The result is 0 (non-inhibitor). (2) The molecule is COc1ncc2nc(-c3cc(F)cc(F)c3)c(=O)n(CCc3ccccc3)c2n1. The result is 1 (inhibitor). (3) The molecule is Cc1cccc(NC(=O)NNC(=O)c2cc(-c3ccccc3Cl)nc3ccccc23)c1. The result is 1 (inhibitor). (4) The compound is N#C/C(=C\c1ccc(O)c(O)c1)C(=O)NCCCc1ccccc1. The result is 1 (inhibitor). (5) The drug is CC1(C)c2ssc(=S)c2-c2ccccc2N1C(=O)CSC1=NCCS1. The result is 1 (inhibitor). (6) The compound is Cc1ccc(SCCNC(=O)c2ccc(C)c(S(=O)(=O)Nc3ccccc3C)c2)cc1. The result is 1 (inhibitor). (7) The compound is CC(C(=O)NC1CCCC1)N(C(=O)c1ccc(-c2ccccc2)[nH]1)c1ccccc1F. The result is 1 (inhibitor).